Dataset: Full USPTO retrosynthesis dataset with 1.9M reactions from patents (1976-2016). Task: Predict the reactants needed to synthesize the given product. (1) Given the product [CH2:19]([O:18][C:16]1[O:13][C:12](=[O:14])[C:3]2[CH:4]=[C:5]3[C:10]([CH:9]=[CH:8][CH:7]=[CH:6]3)=[CH:11][C:2]=2[N:1]=1)[CH3:20], predict the reactants needed to synthesize it. The reactants are: [NH2:1][C:2]1[C:3]([C:12]([OH:14])=[O:13])=[CH:4][C:5]2[C:10]([CH:11]=1)=[CH:9][CH:8]=[CH:7][CH:6]=2.Cl[C:16]([O:18][CH2:19][CH3:20])=O. (2) The reactants are: [O:1]1[CH2:6][CH2:5][N:4]([C:7]2[CH:8]=[C:9]([C:14]3[CH:27]=[CH:26][CH:25]=[C:24]4[C:15]=3[S:16][C:17]3[CH:18]=[CH:19][C:20]([NH:28][CH:29]([CH3:43])[C@@H:30]([NH:32]C(=O)OCC5C=CC=CC=5)[CH3:31])=[CH:21][C:22]=3[S:23]4)[NH:10][C:11](=[O:13])[CH:12]=2)[CH2:3][CH2:2]1. Given the product [NH2:32][C@@H:30]([CH3:31])[CH:29]([NH:28][C:20]1[CH:21]=[C:22]2[C:17](=[CH:18][CH:19]=1)[S:16][C:15]1[C:14]([C:9]3[NH:10][C:11](=[O:13])[CH:12]=[C:7]([N:4]4[CH2:3][CH2:2][O:1][CH2:6][CH2:5]4)[CH:8]=3)=[CH:27][CH:26]=[CH:25][C:24]=1[S:23]2)[CH3:43], predict the reactants needed to synthesize it. (3) The reactants are: [Br:1][C:2]1[CH:7]=[CH:6][C:5](/[CH:8]=[N:9]/[OH:10])=[CH:4][C:3]=1[C:11]([F:14])([F:13])[F:12].ClCCl.[Cl:18][C:19]1[CH:24]=[C:23]([C:25]([C:27]([F:30])([F:29])[F:28])=[CH2:26])[CH:22]=[C:21]([C:31]([F:34])([F:33])[F:32])[CH:20]=1.[O-]Cl.[Na+]. Given the product [Br:1][C:2]1[CH:7]=[CH:6][C:5]([C:8]2[CH2:26][C:25]([C:23]3[CH:22]=[C:21]([C:31]([F:32])([F:33])[F:34])[CH:20]=[C:19]([Cl:18])[CH:24]=3)([C:27]([F:30])([F:29])[F:28])[O:10][N:9]=2)=[CH:4][C:3]=1[C:11]([F:12])([F:13])[F:14], predict the reactants needed to synthesize it. (4) Given the product [F:12][C:13]1[CH:18]=[CH:17][C:16]([CH2:19][CH2:20][CH:21]=[O:22])=[CH:15][C:14]=1[C:23]([F:24])([F:25])[F:26], predict the reactants needed to synthesize it. The reactants are: C1C=C[NH+]=CC=1.[O-][Cr](Cl)(=O)=O.[F:12][C:13]1[CH:18]=[CH:17][C:16]([CH2:19][CH2:20][CH2:21][OH:22])=[CH:15][C:14]=1[C:23]([F:26])([F:25])[F:24]. (5) The reactants are: [F:1][C:2]1[C:10]2[O:9][C:8]([CH:11]3[CH2:16][CH2:15][NH:14][CH2:13][CH2:12]3)=[CH:7][C:6]=2[CH:5]=[CH:4][CH:3]=1.[CH3:17][C:18]([O:21][C:22](O[C:22]([O:21][C:18]([CH3:20])([CH3:19])[CH3:17])=[O:23])=[O:23])([CH3:20])[CH3:19]. Given the product [F:1][C:2]1[C:10]2[O:9][C:8]([CH:11]3[CH2:16][CH2:15][N:14]([C:22]([O:21][C:18]([CH3:20])([CH3:19])[CH3:17])=[O:23])[CH2:13][CH2:12]3)=[CH:7][C:6]=2[CH:5]=[CH:4][CH:3]=1, predict the reactants needed to synthesize it. (6) Given the product [CH3:1][N:2]([C:13]1[CH:24]=[C:23]2[C:25]3[C:19]([CH3:26])([CH2:20][CH2:21][CH2:22]2)[CH2:18][CH2:17][CH2:16][C:15]=3[CH:14]=1)[C:3]1[CH:4]=[CH:5][C:6]([C:7]([OH:9])=[O:8])=[CH:11][CH:12]=1, predict the reactants needed to synthesize it. The reactants are: [CH3:1][N:2]([C:13]1[CH:24]=[C:23]2[C:25]3[C:19]([CH3:26])([CH2:20][CH2:21][CH2:22]2)[CH2:18][CH2:17][CH2:16][C:15]=3[CH:14]=1)[C:3]1[CH:12]=[CH:11][C:6]([C:7]([O:9]C)=[O:8])=[CH:5][CH:4]=1.[OH-].[Na+].Cl.